This data is from Catalyst prediction with 721,799 reactions and 888 catalyst types from USPTO. The task is: Predict which catalyst facilitates the given reaction. (1) Reactant: [CH2:1]([C:3]1[CH:57]=[CH:56][C:6]([CH2:7][C:8]2[C:16]3[C:11](=[CH:12][CH:13]=[C:14]([C@@H:17]4[O:46][C@H:45]([CH2:47][O:48]CC5C=CC=CC=5)[C@@H:36]([O:37]CC5C=CC=CC=5)[C@H:27]([O:28]CC5C=CC=CC=5)[C@H:18]4[O:19]CC4C=CC=CC=4)[CH:15]=3)[NH:10][CH:9]=2)=[CH:5][CH:4]=1)[CH3:2].[OH-].[Na+]. Product: [CH2:1]([C:3]1[CH:57]=[CH:56][C:6]([CH2:7][C:8]2[C:16]3[C:11](=[CH:12][CH:13]=[C:14]([C@@H:17]4[O:46][C@H:45]([CH2:47][OH:48])[C@@H:36]([OH:37])[C@H:27]([OH:28])[C@H:18]4[OH:19])[CH:15]=3)[NH:10][CH:9]=2)=[CH:5][CH:4]=1)[CH3:2]. The catalyst class is: 20. (2) Reactant: C(OC([N:8]1[CH2:13][CH2:12][CH:11]([C:14](=[O:24])[C:15]2[CH:20]=[CH:19][C:18]([O:21][CH3:22])=[C:17]([Cl:23])[CH:16]=2)[CH2:10][CH2:9]1)=O)(C)(C)C. Product: [Cl:23][C:17]1[CH:16]=[C:15]([C:14]([CH:11]2[CH2:10][CH2:9][NH:8][CH2:13][CH2:12]2)=[O:24])[CH:20]=[CH:19][C:18]=1[O:21][CH3:22]. The catalyst class is: 33.